This data is from NCI-60 drug combinations with 297,098 pairs across 59 cell lines. The task is: Regression. Given two drug SMILES strings and cell line genomic features, predict the synergy score measuring deviation from expected non-interaction effect. (1) Drug 1: C1CCC(C1)C(CC#N)N2C=C(C=N2)C3=C4C=CNC4=NC=N3. Drug 2: C1C(C(OC1N2C=NC3=C2NC=NCC3O)CO)O. Cell line: CCRF-CEM. Synergy scores: CSS=3.66, Synergy_ZIP=-0.655, Synergy_Bliss=2.86, Synergy_Loewe=2.36, Synergy_HSA=1.39. (2) Drug 1: C1CN1C2=NC(=NC(=N2)N3CC3)N4CC4. Drug 2: CC(C)(C#N)C1=CC(=CC(=C1)CN2C=NC=N2)C(C)(C)C#N. Cell line: OVCAR-8. Synergy scores: CSS=17.2, Synergy_ZIP=-7.24, Synergy_Bliss=-1.96, Synergy_Loewe=-5.65, Synergy_HSA=-3.99. (3) Drug 1: CCC1=C2CN3C(=CC4=C(C3=O)COC(=O)C4(CC)O)C2=NC5=C1C=C(C=C5)O. Drug 2: CC12CCC3C(C1CCC2OP(=O)(O)O)CCC4=C3C=CC(=C4)OC(=O)N(CCCl)CCCl.[Na+]. Cell line: OVCAR3. Synergy scores: CSS=49.0, Synergy_ZIP=0.315, Synergy_Bliss=0.0652, Synergy_Loewe=-45.9, Synergy_HSA=1.42. (4) Drug 2: CCC1=C2CN3C(=CC4=C(C3=O)COC(=O)C4(CC)O)C2=NC5=C1C=C(C=C5)O. Synergy scores: CSS=87.6, Synergy_ZIP=4.47, Synergy_Bliss=4.30, Synergy_Loewe=4.93, Synergy_HSA=7.68. Drug 1: C1=CC(=C2C(=C1NCCNCCO)C(=O)C3=C(C=CC(=C3C2=O)O)O)NCCNCCO. Cell line: HL-60(TB). (5) Drug 1: C1=NC2=C(N=C(N=C2N1C3C(C(C(O3)CO)O)O)F)N. Drug 2: CC(C)(C#N)C1=CC(=CC(=C1)CN2C=NC=N2)C(C)(C)C#N. Cell line: CAKI-1. Synergy scores: CSS=17.3, Synergy_ZIP=-4.51, Synergy_Bliss=6.75, Synergy_Loewe=3.13, Synergy_HSA=3.62. (6) Drug 1: CCC1=C2CN3C(=CC4=C(C3=O)COC(=O)C4(CC)O)C2=NC5=C1C=C(C=C5)O. Drug 2: CCN(CC)CCCC(C)NC1=C2C=C(C=CC2=NC3=C1C=CC(=C3)Cl)OC. Cell line: HS 578T. Synergy scores: CSS=24.8, Synergy_ZIP=-4.51, Synergy_Bliss=3.41, Synergy_Loewe=-14.9, Synergy_HSA=3.88. (7) Drug 1: CC1OCC2C(O1)C(C(C(O2)OC3C4COC(=O)C4C(C5=CC6=C(C=C35)OCO6)C7=CC(=C(C(=C7)OC)O)OC)O)O. Drug 2: C1=NC2=C(N=C(N=C2N1C3C(C(C(O3)CO)O)O)F)N. Cell line: MDA-MB-435. Synergy scores: CSS=12.6, Synergy_ZIP=-3.51, Synergy_Bliss=0.185, Synergy_Loewe=-4.12, Synergy_HSA=-1.66.